This data is from Catalyst prediction with 721,799 reactions and 888 catalyst types from USPTO. The task is: Predict which catalyst facilitates the given reaction. Reactant: Cl.[F:2][C:3]([F:22])([F:21])[C:4]1[CH:5]=[C:6]([CH:18]=[CH:19][CH:20]=1)[NH:7][CH2:8][C:9]1[C:14]([CH3:16])([CH3:15])[CH2:13][CH2:12][CH2:11][C:10]=1[CH3:17].[H-].[Na+].[CH3:25]I.O. Product: [CH3:25][N:7]([CH2:8][C:9]1[C:14]([CH3:16])([CH3:15])[CH2:13][CH2:12][CH2:11][C:10]=1[CH3:17])[C:6]1[CH:18]=[CH:19][CH:20]=[C:4]([C:3]([F:21])([F:22])[F:2])[CH:5]=1. The catalyst class is: 9.